This data is from Reaction yield outcomes from USPTO patents with 853,638 reactions. The task is: Predict the reaction yield, written as a fraction of the theoretical maximum amount of product (1.0 means a 100% yield; for example, 0.34 means a 34% yield). (1) The reactants are [C:1]([C:5]1[CH:10]=[CH:9][C:8]([C:11]2[S:12][CH:13]=[C:14]([C:17]([CH3:19])=O)[C:15]=2[OH:16])=[CH:7][CH:6]=1)([CH3:4])([CH3:3])[CH3:2].[NH:20]([C:22]([NH:24][C:25]1[CH:34]=[CH:33][C:28]([C:29]([O:31][CH3:32])=[O:30])=[C:27]([N+:35]([O-:37])=[O:36])[CH:26]=1)=[S:23])[NH2:21]. The catalyst is Cl.CN(C)C=O. The product is [C:1]([C:5]1[CH:10]=[CH:9][C:8]([C:11]2[S:12][CH:13]=[C:14]([C:17](=[N:21][NH:20][C:22]([NH:24][C:25]3[CH:34]=[CH:33][C:28]([C:29]([O:31][CH3:32])=[O:30])=[C:27]([N+:35]([O-:37])=[O:36])[CH:26]=3)=[S:23])[CH3:19])[C:15]=2[OH:16])=[CH:7][CH:6]=1)([CH3:4])([CH3:3])[CH3:2]. The yield is 0.810. (2) The reactants are C=O.[CH3:3][NH:4][CH3:5].[Cl:6][C:7]1[CH:8]=[C:9]2[C:13](=[CH:14][CH:15]=1)[NH:12][CH:11]=[CH:10]2.[C:16]([O-])(O)=O.[Na+].[OH-].[Na+]. The catalyst is CC(O)=O.CCO. The product is [Cl:6][C:7]1[CH:8]=[C:9]2[C:5](=[CH:14][CH:15]=1)[NH:4][CH:3]=[C:10]2[CH2:11][N:12]([CH3:16])[CH3:13]. The yield is 0.850. (3) The reactants are [CH2:1]1[C:10]2[C:5](=[CH:6][CH:7]=[CH:8][CH:9]=2)[CH2:4][CH2:3][N:2]1[CH2:11][CH:12]([OH:41])[CH2:13][NH:14][C:15](=[O:40])[CH2:16][O:17][C:18]1[CH:19]=[C:20]2[C:24](=[CH:25][CH:26]=1)[N:23]([CH:27]1[CH2:32][CH2:31][N:30](C(OC(C)(C)C)=O)[CH2:29][CH2:28]1)[N:22]=[CH:21]2. The catalyst is C(OC(C)=O)C.Cl. The product is [CH2:1]1[C:10]2[C:5](=[CH:6][CH:7]=[CH:8][CH:9]=2)[CH2:4][CH2:3][N:2]1[CH2:11][CH:12]([OH:41])[CH2:13][NH:14][C:15](=[O:40])[CH2:16][O:17][C:18]1[CH:19]=[C:20]2[C:24](=[CH:25][CH:26]=1)[N:23]([CH:27]1[CH2:32][CH2:31][NH:30][CH2:29][CH2:28]1)[N:22]=[CH:21]2. The yield is 0.940. (4) The reactants are F[C:2]1[C:7]([C:8]2[CH:9]=[CH:10][C:11]3[O:20][CH2:19][CH2:18][C:17]4[S:16][C:15]([C:21]5[N:22]([CH:26]([CH3:28])[CH3:27])[N:23]=[CH:24][N:25]=5)=[N:14][C:13]=4[C:12]=3[CH:29]=2)=[CH:6][C:5]([CH3:30])=[CH:4][N:3]=1.Cl.C[O:33]CCOC. No catalyst specified. The product is [CH:26]([N:22]1[C:21]([C:15]2[S:16][C:17]3[CH2:18][CH2:19][O:20][C:11]4[CH:10]=[CH:9][C:8]([C:7]5[C:2](=[O:33])[NH:3][CH:4]=[C:5]([CH3:30])[CH:6]=5)=[CH:29][C:12]=4[C:13]=3[N:14]=2)=[N:25][CH:24]=[N:23]1)([CH3:28])[CH3:27]. The yield is 0.930. (5) The product is [F:12][C:13]1[CH:14]=[C:15]([C:20]2[S:24][C:23]([S:25]([NH:1][C:2]3[S:3][C:4]([CH3:11])=[C:5]([C:7]([OH:9])=[O:8])[N:6]=3)(=[O:27])=[O:26])=[CH:22][CH:21]=2)[CH:16]=[C:17]([F:19])[CH:18]=1. The catalyst is CC#N. The yield is 0.0900. The reactants are [NH2:1][C:2]1[S:3][C:4]([CH3:11])=[C:5]([C:7]([O:9]C)=[O:8])[N:6]=1.[F:12][C:13]1[CH:14]=[C:15]([C:20]2[S:24][C:23]([S:25](Cl)(=[O:27])=[O:26])=[CH:22][CH:21]=2)[CH:16]=[C:17]([F:19])[CH:18]=1.N1C=CC=CC=1. (6) The reactants are Cl.[Cl:2][C:3]1[CH:4]=[C:5]2[C:9](=[CH:10][CH:11]=1)[NH:8][CH:7]=[C:6]2[CH2:12][CH2:13][NH2:14].[CH3:15][N:16]1[CH:20]=[CH:19][C:18]([N:21]2[CH2:25][CH2:24][CH:23]([C:26](O)=[O:27])[C:22]2=[O:29])=[N:17]1.[CH3:15][N:16]1[CH:20]=[CH:19][C:18]([N:21]2[CH2:25][CH2:24][CH:23]([C:26](O)=[O:27])[C:22]2=[O:29])=[N:17]1.C1CN([P+](ON2N=NC3C=CC=CC2=3)(N2CCCC2)N2CCCC2)CC1.F[P-](F)(F)(F)(F)F.C(N(CC)C(C)C)(C)C. The catalyst is CN(C=O)C. The product is [Cl:2][C:3]1[CH:4]=[C:5]2[C:9](=[CH:10][CH:11]=1)[NH:8][CH:7]=[C:6]2[CH2:12][CH2:13][NH:14][C:26]([CH:23]1[CH2:24][CH2:25][N:21]([C:18]2[CH:19]=[CH:20][N:16]([CH3:15])[N:17]=2)[C:22]1=[O:29])=[O:27]. The yield is 0.130. (7) The reactants are [C:1]([O:5][C:6]([N:8]1[CH2:13][CH2:12][C:11](=[C:14](Br)[C:15]2[CH:20]=[CH:19][CH:18]=[CH:17][CH:16]=2)[CH2:10][CH2:9]1)=[O:7])([CH3:4])([CH3:3])[CH3:2].[F:22][C:23]1[CH:24]=[C:25](B(O)O)[CH:26]=[C:27]([F:29])[CH:28]=1.C(=O)([O-])[O-].[Na+].[Na+]. The catalyst is COCCOC.C1C=CC(/C=C/C(/C=C/C2C=CC=CC=2)=O)=CC=1.C1C=CC(/C=C/C(/C=C/C2C=CC=CC=2)=O)=CC=1.C1C=CC(/C=C/C(/C=C/C2C=CC=CC=2)=O)=CC=1.[Pd].[Pd]. The product is [C:1]([O:5][C:6]([N:8]1[CH2:9][CH2:10][C:11](=[C:14]([C:15]2[CH:16]=[CH:17][CH:18]=[CH:19][CH:20]=2)[C:25]2[CH:24]=[C:23]([F:22])[CH:28]=[C:27]([F:29])[CH:26]=2)[CH2:12][CH2:13]1)=[O:7])([CH3:4])([CH3:2])[CH3:3]. The yield is 0.640. (8) The reactants are [OH:1][C:2]([CH3:35])([CH3:34])[CH2:3][C@@:4]1([C:28]2[CH:33]=[CH:32][CH:31]=[CH:30][CH:29]=2)[O:9][C:8](=[O:10])[N:7]([C@H:11]([C:13]2[CH:18]=[CH:17][C:16](B3OC(C)(C)C(C)(C)O3)=[CH:15][CH:14]=2)[CH3:12])[CH2:6][CH2:5]1.Br[C:37]1[CH:38]=[CH:39][C:40]([C:43]2([C:49]([NH2:51])=[O:50])[CH2:48][CH2:47][CH2:46][CH2:45][CH2:44]2)=[N:41][CH:42]=1. No catalyst specified. The product is [OH:1][C:2]([CH3:34])([CH3:35])[CH2:3][C@@:4]1([C:28]2[CH:33]=[CH:32][CH:31]=[CH:30][CH:29]=2)[O:9][C:8](=[O:10])[N:7]([C@H:11]([C:13]2[CH:14]=[CH:15][C:16]([C:37]3[CH:38]=[CH:39][C:40]([C:43]4([C:49]([NH2:51])=[O:50])[CH2:48][CH2:47][CH2:46][CH2:45][CH2:44]4)=[N:41][CH:42]=3)=[CH:17][CH:18]=2)[CH3:12])[CH2:6][CH2:5]1. The yield is 0.580. (9) The yield is 0.120. The product is [CH3:12][CH:13]([CH3:33])[CH2:14][C:15]([O:17][CH:18]([O:22][C:23]([NH:11][CH2:10][C@H:2]1[CH2:3][CH2:4][C@H:5]([C:7]([OH:9])=[O:8])[CH2:6][CH2:1]1)=[O:24])[CH:19]([CH3:20])[CH3:21])=[O:16]. The catalyst is CC(OC)(C)C.CC(C)=O.O. The reactants are [CH2:1]1[CH2:6][C@H:5]([C:7]([OH:9])=[O:8])[CH2:4][CH2:3][C@H:2]1[CH2:10][NH2:11].[CH3:12][CH:13]([CH3:33])[CH2:14][C:15]([O:17][CH:18]([O:22][C:23](ON1C(=O)CCC1=O)=[O:24])[CH:19]([CH3:21])[CH3:20])=[O:16].